Dataset: Full USPTO retrosynthesis dataset with 1.9M reactions from patents (1976-2016). Task: Predict the reactants needed to synthesize the given product. (1) Given the product [CH3:28][N:27]([CH2:29][C:30]1[CH:31]=[CH:32][C:33]([NH:34][C:2]2[C:11]3=[N:12][NH:13][CH:14]=[C:10]3[C:9]3[CH:8]=[C:7]([O:24][CH3:25])[CH:6]=[CH:5][C:4]=3[N:3]=2)=[CH:35][CH:36]=1)[CH3:26], predict the reactants needed to synthesize it. The reactants are: Cl[C:2]1[C:11]2=[N:12][N:13](CC3C=CC(OC)=CC=3)[CH:14]=[C:10]2[C:9]2[CH:8]=[C:7]([O:24][CH3:25])[CH:6]=[CH:5][C:4]=2[N:3]=1.[CH3:26][N:27]([CH2:29][C:30]1[CH:36]=[CH:35][C:33]([NH2:34])=[CH:32][CH:31]=1)[CH3:28].Cl. (2) Given the product [CH3:1][C:2]1([CH3:11])[C:6]2[S:7][CH:8]=[CH:9][C:5]=2[C:4](=[O:3])[NH:12]1, predict the reactants needed to synthesize it. The reactants are: [CH3:1][C:2]1([CH3:11])[C:6]2[S:7][CH:8]=[CH:9][C:5]=2[C:4](=O)[O:3]1.[NH3:12]. (3) The reactants are: [ClH:1].[NH2:2][C:3]1[NH:4][C:5]2[C:10]([C:11]=1C(OCC)=O)=[CH:9][CH:8]=[C:7]([S:17]([N:20]([CH3:22])[CH3:21])(=[O:19])=[O:18])[CH:6]=2. Given the product [ClH:1].[CH3:21][N:20]([CH3:22])[S:17]([C:7]1[CH:6]=[C:5]2[C:10]([CH2:11][C:3](=[NH:2])[NH:4]2)=[CH:9][CH:8]=1)(=[O:19])=[O:18], predict the reactants needed to synthesize it. (4) Given the product [N+:25]([C:2]1[CH:7]=[CH:6][CH:5]=[CH:4][C:3]=1[C:10]1[CH:11]=[C:12]2[C:17](=[CH:18][CH:19]=1)[CH:16]=[C:15]([O:20][CH3:21])[C:14]([O:22][CH3:23])=[CH:13]2)([O-:27])=[O:26], predict the reactants needed to synthesize it. The reactants are: N[C:2]1[CH:7]=[C:6](OC)[CH:5]=[CH:4][C:3]=1[C:10]1[CH:11]=[C:12]2[C:17](=[CH:18][CH:19]=1)[CH:16]=[C:15]([O:20][CH3:21])[C:14]([O:22][CH3:23])=[CH:13]2.Cl.[N:25]([O-:27])=[O:26].[Na+].O. (5) Given the product [F:41][C:38]([F:39])([F:40])[C:36]1[CH:35]=[C:10]([CH:9]=[C:8]([C:7]([F:6])([F:43])[F:42])[CH:37]=1)[CH2:11][N:12]1[C:16]([N:1]2[CH:5]=[CH:4][N:3]=[CH:2]2)=[C:15]([C:18]([C:20]2[O:24][C:23]([CH:25]3[CH2:26][CH2:27]3)=[N:22][C:21]=2[C:28]2[CH:33]=[CH:32][CH:31]=[CH:30][C:29]=2[Cl:34])=[O:19])[N:14]=[N:13]1, predict the reactants needed to synthesize it. The reactants are: [NH:1]1[CH:5]=[CH:4][N:3]=[CH:2]1.[F:6][C:7]([F:43])([F:42])[C:8]1[CH:9]=[C:10]([CH:35]=[C:36]([C:38]([F:41])([F:40])[F:39])[CH:37]=1)[CH2:11][N:12]1[C:16](Cl)=[C:15]([C:18]([C:20]2[O:24][C:23]([CH:25]3[CH2:27][CH2:26]3)=[N:22][C:21]=2[C:28]2[CH:33]=[CH:32][CH:31]=[CH:30][C:29]=2[Cl:34])=[O:19])[N:14]=[N:13]1.CCOC(C)=O. (6) Given the product [C:16]([C:17]1[CH:24]=[CH:23][C:20]([CH2:21][NH:22][C:10](=[O:12])[CH:9]([C:3]2[C:4]([F:8])=[CH:5][CH:6]=[CH:7][C:2]=2[F:1])[O:13][CH3:14])=[CH:19][CH:18]=1)#[N:15], predict the reactants needed to synthesize it. The reactants are: [F:1][C:2]1[CH:7]=[CH:6][CH:5]=[C:4]([F:8])[C:3]=1[CH:9]([O:13][CH3:14])[C:10]([OH:12])=O.[NH2:15][CH2:16][C:17]1[CH:24]=[CH:23][C:20]([C:21]#[N:22])=[CH:19][CH:18]=1. (7) Given the product [CH3:1][N:2]([CH2:3][CH:4]1[CH2:8][C:7]2[CH:9]=[CH:10][CH:11]=[C:12]([C:13]3[C:14]([Cl:21])=[CH:15][C:16]([Cl:20])=[CH:17][C:18]=3[Cl:19])[C:6]=2[O:5]1)[C:32](=[O:33])[O:34][CH2:35][C:36]1[CH:41]=[CH:40][CH:39]=[CH:38][CH:37]=1, predict the reactants needed to synthesize it. The reactants are: [CH3:1][NH:2][CH2:3][CH:4]1[CH2:8][C:7]2[CH:9]=[CH:10][CH:11]=[C:12]([C:13]3[C:18]([Cl:19])=[CH:17][C:16]([Cl:20])=[CH:15][C:14]=3[Cl:21])[C:6]=2[O:5]1.C(N(C(C)C)CC)(C)C.Cl[C:32]([O:34][CH2:35][C:36]1[CH:41]=[CH:40][CH:39]=[CH:38][CH:37]=1)=[O:33].C(OC(=O)NCC1CC2C=CC=C(C3CCCC3)C=2O1)C1C=CC=CC=1.